From a dataset of Peptide-MHC class II binding affinity with 134,281 pairs from IEDB. Regression. Given a peptide amino acid sequence and an MHC pseudo amino acid sequence, predict their binding affinity value. This is MHC class II binding data. (1) The peptide sequence is VALRTAVASVLSATV. The MHC is HLA-DQA10501-DQB10201 with pseudo-sequence HLA-DQA10501-DQB10201. The binding affinity (normalized) is 0.393. (2) The peptide sequence is PLMSSKFPELGMNPS. The MHC is HLA-DQA10301-DQB10302 with pseudo-sequence HLA-DQA10301-DQB10302. The binding affinity (normalized) is 0.182.